This data is from Reaction yield outcomes from USPTO patents with 853,638 reactions. The task is: Predict the reaction yield, written as a fraction of the theoretical maximum amount of product (1.0 means a 100% yield; for example, 0.34 means a 34% yield). (1) The reactants are [BrH:1].C(Cl)(Cl)=S.Br[C:7]1[C:16]([N:17]=[C:18]=[S:19])=[CH:15][CH:14]=[C:13]2[C:8]=1[N:9]=[CH:10][CH:11]=[N:12]2. The catalyst is O. The product is [Br:1][C:16]1([N:17]=[C:18]=[S:19])[CH:15]=[CH:14][C:13]2[N:12]=[CH:11][CH:10]=[N:9][C:8]=2[CH2:7]1. The yield is 0.900. (2) The reactants are CO[C:3]([C:5]1[N:13]=[CH:12][C:11]2[NH:10][C:9]3[N:14]=[CH:15][C:16]([C:18]4[CH:23]=[CH:22][C:21]([CH2:24][N:25]5[CH2:30][CH2:29][CH2:28][CH2:27][CH2:26]5)=[CH:20][CH:19]=4)=[CH:17][C:8]=3[C:7]=2[CH:6]=1)=[O:4].O.[NH2:32][NH2:33]. The catalyst is C(O)C. The product is [N:25]1([CH2:24][C:21]2[CH:20]=[CH:19][C:18]([C:16]3[CH:15]=[N:14][C:9]4[NH:10][C:11]5[CH:12]=[N:13][C:5]([C:3]([NH:32][NH2:33])=[O:4])=[CH:6][C:7]=5[C:8]=4[CH:17]=3)=[CH:23][CH:22]=2)[CH2:26][CH2:27][CH2:28][CH2:29][CH2:30]1. The yield is 0.790.